The task is: Predict which catalyst facilitates the given reaction.. This data is from Catalyst prediction with 721,799 reactions and 888 catalyst types from USPTO. (1) Product: [ClH:23].[F:1][C:2]1([C:15]([NH:16][C:17]2[S:21][N:20]=[CH:19][CH:18]=2)=[O:22])[CH2:3][CH2:4][NH:5][CH2:6][CH2:7]1. The catalyst class is: 71. Reactant: [F:1][C:2]1([C:15](=[O:22])[NH:16][C:17]2[S:21][N:20]=[CH:19][CH:18]=2)[CH2:7][CH2:6][N:5](C(OC(C)(C)C)=O)[CH2:4][CH2:3]1.[ClH:23]. (2) The catalyst class is: 9. Reactant: [N:1]1[CH:6]=[CH:5][CH:4]=[C:3]([C:7]2[CH:8]=[C:9]3[C:15]([N:16]4[CH2:20][CH2:19][NH:18][C:17]4=[O:21])=[N:14][N:13]([CH:22]4[CH2:27][CH2:26][CH2:25][CH2:24][O:23]4)[C:10]3=[CH:11][N:12]=2)[CH:2]=1.[H-].[Na+].[C:30]([O:34][C:35]([N:37]1[CH2:42][CH2:41][CH:40]([CH2:43]Br)[CH2:39][CH2:38]1)=[O:36])([CH3:33])([CH3:32])[CH3:31]. Product: [O:21]=[C:17]1[N:16]([C:15]2[C:9]3[C:10](=[CH:11][N:12]=[C:7]([C:3]4[CH:2]=[N:1][CH:6]=[CH:5][CH:4]=4)[CH:8]=3)[N:13]([CH:22]3[CH2:27][CH2:26][CH2:25][CH2:24][O:23]3)[N:14]=2)[CH2:20][CH2:19][N:18]1[CH2:43][CH:40]1[CH2:41][CH2:42][N:37]([C:35]([O:34][C:30]([CH3:31])([CH3:33])[CH3:32])=[O:36])[CH2:38][CH2:39]1.